This data is from Forward reaction prediction with 1.9M reactions from USPTO patents (1976-2016). The task is: Predict the product of the given reaction. (1) Given the reactants [C:1]([N:8]([CH3:16])[C@H:9]([CH2:14][OH:15])[C@H:10]([CH2:12][CH3:13])[CH3:11])([O:3][C:4]([CH3:7])([CH3:6])[CH3:5])=[O:2].C([O-])(O)=O.[Na+].[K+].[Br-].Cl[O-].[Na+], predict the reaction product. The product is: [C:4]([O:3][C:1](=[O:2])[N:8]([C@H:9]([CH:14]=[O:15])[C@@H:10]([CH3:11])[CH2:12][CH3:13])[CH3:16])([CH3:5])([CH3:7])[CH3:6]. (2) Given the reactants [NH2:1][C:2]1[C:6]([C:7]#[N:8])=[CH:5][N:4]([C:9]2[CH:14]=[CH:13][CH:12]=[CH:11][CH:10]=2)[N:3]=1.I[C:16]1[CH:21]=[CH:20][C:19]([C:22]([OH:25])([CH3:24])[CH3:23])=[CH:18][CH:17]=1, predict the reaction product. The product is: [OH:25][C:22]([C:19]1[CH:20]=[CH:21][C:16]([NH:1][C:2]2[C:6]([C:7]#[N:8])=[CH:5][N:4]([C:9]3[CH:10]=[CH:11][CH:12]=[CH:13][CH:14]=3)[N:3]=2)=[CH:17][CH:18]=1)([CH3:24])[CH3:23]. (3) Given the reactants C(N(CC)CC)C.[C:8](OC(=O)C)(=[O:10])[CH3:9].[C:15]([O:19][C:20]([N:22]1[CH:27]([C@@H:28]([OH:40])[C@@H:29]([NH2:39])[CH2:30][C:31]2[CH:36]=[C:35]([F:37])[CH:34]=[C:33]([F:38])[CH:32]=2)[CH2:26][O:25][C@@H:24]([O:41][CH2:42][CH3:43])[CH2:23]1)=[O:21])([CH3:18])([CH3:17])[CH3:16], predict the reaction product. The product is: [C:15]([O:19][C:20]([N:22]1[CH:27]([C@@H:28]([OH:40])[C@@H:29]([NH:39][C:8](=[O:10])[CH3:9])[CH2:30][C:31]2[CH:32]=[C:33]([F:38])[CH:34]=[C:35]([F:37])[CH:36]=2)[CH2:26][O:25][C@@H:24]([O:41][CH2:42][CH3:43])[CH2:23]1)=[O:21])([CH3:17])([CH3:18])[CH3:16]. (4) Given the reactants [Cl:1][C:2]1[CH:7]=[C:6]([C:8]2[C:13]([CH3:14])=[N:12][CH:11]=[CH:10][N:9]=2)[CH:5]=[CH:4][C:3]=1[NH:15]C(=O)OC(C)(C)C.Cl, predict the reaction product. The product is: [Cl:1][C:2]1[CH:7]=[C:6]([C:8]2[C:13]([CH3:14])=[N:12][CH:11]=[CH:10][N:9]=2)[CH:5]=[CH:4][C:3]=1[NH2:15]. (5) Given the reactants [O:1]1[CH:5]=[N:4][N:3]=[C:2]1[C:6]1[CH:11]=[CH:10][C:9]([N:12]2[C:16]([C:17]([O:19]CC)=[O:18])=[CH:15][C:14]([C:22]([CH3:25])([CH3:24])[CH3:23])=[N:13]2)=[CH:8][CH:7]=1.C1COCC1.[OH-].[Li+].Cl, predict the reaction product. The product is: [O:1]1[CH:5]=[N:4][N:3]=[C:2]1[C:6]1[CH:11]=[CH:10][C:9]([N:12]2[C:16]([C:17]([OH:19])=[O:18])=[CH:15][C:14]([C:22]([CH3:25])([CH3:24])[CH3:23])=[N:13]2)=[CH:8][CH:7]=1. (6) Given the reactants [CH3:1][O:2][C:3]1[CH:8]=[CH:7][C:6]([CH:9]([C:52]2[CH:57]=[CH:56][C:55]([O:58][CH3:59])=[CH:54][CH:53]=2)[O:10][CH:11]([C:46]2[CH:51]=[CH:50][CH:49]=[CH:48][CH:47]=2)[C:12]2([CH2:44][OH:45])[O:16][CH:15]([N:17]3[CH:22]=[CH:21][C:20](=[O:23])[NH:19][C:18]3=[O:24])[CH:14]([OH:25])[CH:13]2[O:26][Si:27]([C:40]([CH3:43])([CH3:42])[CH3:41])([C:34]2[CH:39]=[CH:38][CH:37]=[CH:36][CH:35]=2)[C:28]2[CH:33]=[CH:32][CH:31]=[CH:30][CH:29]=2)=[CH:5][CH:4]=1.[Si](Cl)(C(C)(C)C)([C:61]1[CH:66]=[CH:65][CH:64]=[CH:63][CH:62]=1)[C:61]1[CH:66]=[CH:65][CH:64]=[CH:63][CH:62]=1.C(N([CH2:83][CH3:84])CC)C, predict the reaction product. The product is: [CH3:1][O:2][C:3]1[CH:8]=[CH:7][C:6]([CH:9]([C:52]2[CH:57]=[CH:56][C:55]([O:58][CH3:59])=[CH:54][CH:53]=2)[O:10][CH:11]([C:46]2[CH:51]=[CH:50][CH:49]=[CH:48][CH:47]=2)[C:12]2([C:44]([C:66]3[CH:61]=[CH:62][CH:63]=[CH:64][CH:65]=3)([C:84]3[CH:83]=[CH:5][CH:4]=[CH:3][CH:8]=3)[O:45][SiH2:27][C:40]([CH3:43])([CH3:42])[CH3:41])[O:16][CH:15]([N:17]3[CH:22]=[CH:21][C:20](=[O:23])[NH:19][C:18]3=[O:24])[CH:14]([OH:25])[CH:13]2[O:26][Si:27]([C:40]([CH3:43])([CH3:42])[CH3:41])([C:34]2[CH:39]=[CH:38][CH:37]=[CH:36][CH:35]=2)[C:28]2[CH:33]=[CH:32][CH:31]=[CH:30][CH:29]=2)=[CH:5][CH:4]=1.